Dataset: Experimentally validated miRNA-target interactions with 360,000+ pairs, plus equal number of negative samples. Task: Binary Classification. Given a miRNA mature sequence and a target amino acid sequence, predict their likelihood of interaction. (1) The miRNA is hsa-miR-3654 with sequence GACUGGACAAGCUGAGGAA. The protein sequence of the target gene is MRGTSIREGAPKTLLARALYDNHADCSDELAFSRGDILTIVEQNVPESEGWWRCLLHGRQGLAPANRLQVLRETPADRPCPLLPRGPDTDLTSSGAPYQVQDLISPPPQGPVYEPMRSWVEGPSPATAQVYELPESPSSARIICEKTLSFPKQALSVLPRPTRASLPTLPSQVYDVPVQRQGFSTLERLEKQQFYDIPTSSQKALLHSSTSQGRDVTLAPTMAFRQGGGYNPLSSPQKSERIHDTPVLLEKADVRNVSMTSFTKDSGSRAIPGSSAVHTGAVALSPQLGNTVQRKNSLPE.... Result: 0 (no interaction). (2) The miRNA is hsa-miR-1915-3p with sequence CCCCAGGGCGACGCGGCGGG. The protein sequence of the target gene is MVRSGNKAAVVLCMDVGFTMSNSIPGIESPFEQAKKVITMFVQRQVFAENKDEIALVLFGTDGTDNPLSGGDQYQNITVHRHLMLPDFDLLEDIESKIQPGSQQADFLDALIVSMDVIQHETIGKKFEKRHIEIFTDLSSRFSKSQLDIIIHSLKKCDISLQFFLPFSLGKEDGSGDRGDGPFRLGGHGPSFPLKGITEQQKEGLEIVKMVMISLEGEDGLDEIYSFSESLRKLCVFKKIERHSIHWPCRLTIGSNLSIRIAAYKSILQERVKKTWTVVDAKTLKKEDIQKETVYCLNDD.... Result: 1 (interaction). (3) The miRNA is mmu-miR-1a-3p with sequence UGGAAUGUAAAGAAGUAUGUAU. The protein sequence of the target gene is MRQPPGESDMAVSDALLPSFSTFASGPAGREKTLRPAGAPTNRWREELSHMKRLPPLPGRPYDLAATVATDLESGGAGAACSSNNPALLARRETEEFNDLLDLDFILSNSLTHQESVAATVTTSASASSSSSPASSGPASAPSTCSFSYPIRAGGDPGVAASNTGGGLLYSRESAPPPTAPFNLADINDVSPSGGFVAELLRPELDPVYIPPQQPQPPGGGLMGKFVLKASLTTPGSEYSSPSVISVSKGSPDGSHPVVVAPYSGGPPRMCPKIKQEAVPSCTVSRSLEAHLSAGPQLSN.... Result: 1 (interaction). (4) The miRNA is hsa-miR-5004-3p with sequence CUUGGAUUUUCCUGGGCCUCAG. The protein sequence of the target gene is MATAMDWLPWSLLLFSLMCETSAFYVPGVAPINFHQNDPVEIKAVKLTSSRTQLPYEYYSLPFCQPSKITYKAENLGEVLRGDRIVNTPFQVLMNSEKKCEVLCSQSNKPVTLTVEQSRLVAERITEDYYVHLIADNLPVATRLELYSNRDSDDKKKEKDVQFEHGYRLGFTDVNKIYLHNHLSFILYYHREDMEEDQEHTYRVVRFEVIPQSIRLEDLKADEKSSCTLPEGTNSSPQEIDPTKENQLYFTYSVHWEESDIKWASRWDTYLTMSDVQIHWFSIINSVVVVFFLSGILSMI.... Result: 0 (no interaction). (5) The protein sequence of the target gene is MKGLSGSRSHHHGITCEAACDSLSHHSDHKPYLLSPVDHHPADHPYYTQRNSFQAECVGPFSDPLASSTFPRRHYTSQQELKDESALVPRTLATKANRLPTNLLDQFERQLPLSRDGYHTLQYKRTAVEHRSDSPGRIRHLVHSVQKLFTKSHSLEGPSKGSVNGGKASPDESQTLRYGKRSKSKERRSESKARSNASNASPTSPSWWSSDDNLDGDMCLYHTPSGVMTMGRCPDRSASQYFMEAYNTISEQAVKASRSNNDIKCSTCANLPVTLDAPLLKKSAWSSTLTVSRAREVYQK.... The miRNA is hsa-miR-6749-3p with sequence CUCCUCCCCUGCCUGGCCCAG. Result: 0 (no interaction). (6) The miRNA is hsa-miR-216a-3p with sequence UCACAGUGGUCUCUGGGAUUAU. The protein sequence of the target gene is MEADGDGEELARLRSVFAACDANRSGRLEREEFRALCTELRVRPADAEAVFQRLDADRDGAITFQEFARGFLGSLRGGRRRDWGPLDPAPAVSEAGPETHDSEEDEGDEDAAAALATSCGPASPGRAWQDFQARLGDEAKFIPREEQVSTLYQNINLVEPRLIQPYEHVIKNFIREIRLQSTEMENLAIAVKRAQDKAAMQLSELEEEMDQRIQAAEHKTRKDEKRKAEEALSDLRRQYETEVGDLQVTIKKLRKLEEQSKRVSQKEDVAALKKQIYDLSMENQKVKKDLLEAQTNIAFL.... Result: 0 (no interaction). (7) The miRNA is hsa-miR-609 with sequence AGGGUGUUUCUCUCAUCUCU. The protein sequence of the target gene is MQFMLLFSRQGKLRLQKWYVPLSDKEKKKITRELVQTVLARKPKMCSFLEWRDLKIVYKRYASLYFCCAIEDQDNELITLEIIHRYVELLDKYFGSVCELDIIFNFEKAYFILDEFLLGGEVQETSKKNVLKAIEQADLLQEDAKEAETPRSVLEEIGLT. Result: 0 (no interaction).